This data is from Reaction yield outcomes from USPTO patents with 853,638 reactions. The task is: Predict the reaction yield, written as a fraction of the theoretical maximum amount of product (1.0 means a 100% yield; for example, 0.34 means a 34% yield). The reactants are [N:1]([CH2:4][C:5]([NH:7][C@H:8]1[C@@H:14]([OH:15])[C@H:13]([OH:16])[C@@H:12]([CH2:17][OH:18])[O:11][CH:9]1[OH:10])=[O:6])=[N+:2]=[N-:3].C(O[C:23](=[O:25])[CH3:24])(=O)C. The catalyst is N1C=CC=CC=1.CN(C1C=CN=CC=1)C.C(Cl)Cl. The product is [C:5]([O:10][CH:9]1[O:11][C@H:12]([CH2:17][O:18][C:23](=[O:25])[CH3:24])[C@@H:13]([O:16][C:12](=[O:11])[CH3:13])[C@H:14]([O:15][C:9](=[O:10])[CH3:8])[C@@H:8]1[NH:7][C:5](=[O:6])[CH2:4][N:1]=[N+:2]=[N-:3])(=[O:6])[CH3:4]. The yield is 0.950.